From a dataset of Full USPTO retrosynthesis dataset with 1.9M reactions from patents (1976-2016). Predict the reactants needed to synthesize the given product. (1) Given the product [CH:1]1([CH2:6][CH:7]([N:11]2[C:16](=[O:17])[CH:15]=[C:14]([O:18][C:19]3[CH:24]=[C:23]([F:25])[CH:22]=[CH:21][C:20]=3[F:26])[CH:13]=[N:12]2)[C:8]([NH:27][C:28]2[CH:32]=[CH:31][N:30]([CH2:33][C:34]([OH:36])([CH3:35])[CH3:37])[N:29]=2)=[O:9])[CH2:5][CH2:4][CH2:3][CH2:2]1, predict the reactants needed to synthesize it. The reactants are: [CH:1]1([CH2:6][CH:7]([N:11]2[C:16](=[O:17])[CH:15]=[C:14]([O:18][C:19]3[CH:24]=[C:23]([F:25])[CH:22]=[CH:21][C:20]=3[F:26])[CH:13]=[N:12]2)[C:8](O)=[O:9])[CH2:5][CH2:4][CH2:3][CH2:2]1.[NH2:27][C:28]1[CH:32]=[CH:31][N:30]([CH2:33][C:34]([CH3:37])([OH:36])[CH3:35])[N:29]=1. (2) Given the product [NH2:26][CH:30]([C:29]1[CH:44]=[CH:45][CH:46]=[CH:47][CH:48]=1)[C:1]([OH:3])=[O:2], predict the reactants needed to synthesize it. The reactants are: [C:1](N(C1C=CC=CC=1)CC(O)=O)([O:3]C(C)(C)C)=[O:2].C([N:26]1[CH:30]=[CH:29]N=C1)(N1C=CN=C1)=O.[CH2:44](O)[CH2:45][CH2:46][CH2:47][CH2:48]CCC/C=C\CCC[CH2:44][CH2:45][CH2:46][CH2:47][CH3:48]. (3) Given the product [CH3:1][N:2]1[CH2:6][C@@H:5]2[N:7]([C:10]3[CH:11]=[C:12]([O:36][CH3:37])[C:13]([NH:19][C:20]4[N:25]=[C:24]([C:26]5[CH:27]=[N:28][N:29]6[CH:34]=[CH:33][CH:32]=[CH:31][C:30]=56)[C:23]([Cl:35])=[CH:22][N:21]=4)=[CH:14][C:15]=3[NH2:16])[CH2:8][CH2:9][C@@H:4]2[CH2:3]1, predict the reactants needed to synthesize it. The reactants are: [CH3:1][N:2]1[CH2:6][C@@H:5]2[N:7]([C:10]3[C:15]([N+:16]([O-])=O)=[CH:14][C:13]([NH:19][C:20]4[N:25]=[C:24]([C:26]5[CH:27]=[N:28][N:29]6[CH:34]=[CH:33][CH:32]=[CH:31][C:30]=56)[C:23]([Cl:35])=[CH:22][N:21]=4)=[C:12]([O:36][CH3:37])[CH:11]=3)[CH2:8][CH2:9][C@@H:4]2[CH2:3]1.[NH4+].[Cl-].